The task is: Predict which catalyst facilitates the given reaction.. This data is from Catalyst prediction with 721,799 reactions and 888 catalyst types from USPTO. (1) Product: [Br:1][C:2]1[C:3]([NH:24][NH:23][S:20]([C:17]2[CH:18]=[CH:19][C:14]([CH3:13])=[CH:15][CH:16]=2)(=[O:21])=[O:22])=[N:4][C:5]([CH:9]2[CH2:11][CH2:10]2)=[N:6][C:7]=1[CH3:8]. The catalyst class is: 22. Reactant: [Br:1][C:2]1[C:3](Cl)=[N:4][C:5]([CH:9]2[CH2:11][CH2:10]2)=[N:6][C:7]=1[CH3:8].[CH3:13][C:14]1[CH:19]=[CH:18][C:17]([S:20]([NH:23][NH2:24])(=[O:22])=[O:21])=[CH:16][CH:15]=1. (2) Reactant: [Cl:1][C:2]1[C:3]([CH3:29])=[C:4]([NH:10][C:11]([N:13]2[CH2:17][CH2:16][C@@H:15]([O:18][Si:19]([C:22]([CH3:25])([CH3:24])[CH3:23])([CH3:21])[CH3:20])[C@:14]2([CH2:27]O)[CH3:26])=[O:12])[CH:5]=[CH:6][C:7]=1[C:8]#[N:9].CC(C)([O-])C.[K+].C1(C)C=CC(S(Cl)(=O)=O)=CC=1. Product: [Si:19]([O:18][C@H:15]1[C@:14]2([CH3:26])[N:13]([C:11](=[O:12])[N:10]([C:4]3[CH:5]=[CH:6][C:7]([C:8]#[N:9])=[C:2]([Cl:1])[C:3]=3[CH3:29])[CH2:27]2)[CH2:17][CH2:16]1)([C:22]([CH3:25])([CH3:24])[CH3:23])([CH3:20])[CH3:21]. The catalyst class is: 249. (3) Reactant: [F:1][C:2]([F:48])([F:47])[C:3]1[CH:4]=[C:5]([C@H:13]2[O:17][C:16](=[O:18])[N:15]([CH2:19][C:20]3[CH:25]=[C:24]([O:26][C:27]([F:30])([F:29])[F:28])[CH:23]=[CH:22][C:21]=3[N:31]([CH2:34][CH2:35][CH2:36][CH2:37][CH:38]3OCC(C)(C)C[O:39]3)[CH2:32][CH3:33])[C@H:14]2[CH3:46])[CH:6]=[C:7]([C:9]([F:12])([F:11])[F:10])[CH:8]=1.C1(C)C=CC(S(O)(=O)=O)=CC=1. Product: [F:48][C:2]([F:1])([F:47])[C:3]1[CH:4]=[C:5]([C@H:13]2[O:17][C:16](=[O:18])[N:15]([CH2:19][C:20]3[CH:25]=[C:24]([O:26][C:27]([F:28])([F:29])[F:30])[CH:23]=[CH:22][C:21]=3[N:31]([CH2:32][CH3:33])[CH2:34][CH2:35][CH2:36][CH2:37][CH:38]=[O:39])[C@H:14]2[CH3:46])[CH:6]=[C:7]([C:9]([F:10])([F:12])[F:11])[CH:8]=1. The catalyst class is: 249. (4) Reactant: Cl[C:2]1[C:7]([C:8]#[N:9])=[C:6]([NH:10][CH2:11][CH2:12][OH:13])[N:5]=[C:4]([NH:14][CH2:15][CH2:16][OH:17])[N:3]=1.[N+:18]([C:21]1[CH:26]=[CH:25][CH:24]=[CH:23][C:22]=1[N:27]1[CH2:32][CH2:31][NH:30][CH2:29][CH2:28]1)([O-:20])=[O:19].C(N(C(C)C)C(C)C)C. Product: [OH:17][CH2:16][CH2:15][NH:14][C:4]1[N:5]=[C:6]([NH:10][CH2:11][CH2:12][OH:13])[C:7]([C:8]#[N:9])=[C:2]([N:30]2[CH2:31][CH2:32][N:27]([C:22]3[CH:23]=[CH:24][CH:25]=[CH:26][C:21]=3[N+:18]([O-:20])=[O:19])[CH2:28][CH2:29]2)[N:3]=1. The catalyst class is: 12. (5) Reactant: [NH2:1][C:2]1[N:7]=[C:6]([S:8]([NH:11][C:12]([C:14]2[C:15](Cl)=[N:16][C:17]([Cl:20])=[N:18][CH:19]=2)=[O:13])(=[O:10])=[O:9])[CH:5]=[CH:4][CH:3]=1.Cl.[CH3:23][C:24]1([CH3:30])[CH2:28][C@H:27]([CH3:29])[CH2:26][NH:25]1.C(=O)([O-])[O-].[K+].[K+]. Product: [NH2:1][C:2]1[N:7]=[C:6]([S:8]([NH:11][C:12]([C:14]2[C:15]([N:25]3[CH2:26][C@@H:27]([CH3:29])[CH2:28][C:24]3([CH3:30])[CH3:23])=[N:16][C:17]([Cl:20])=[N:18][CH:19]=2)=[O:13])(=[O:10])=[O:9])[CH:5]=[CH:4][CH:3]=1. The catalyst class is: 16. (6) Reactant: Cl[C:2]1[C:3]([C:16]2[CH:21]=[CH:20][C:19]([F:22])=[CH:18][CH:17]=2)=[N:4][C:5]2[C:10]([N:11]=1)=[CH:9][C:8]([C:12]([O:14][CH3:15])=[O:13])=[CH:7][CH:6]=2.[CH3:23][C@H:24]([NH2:27])[CH2:25][CH3:26]. Product: [C@@H:24]([NH:27][C:2]1[C:3]([C:16]2[CH:21]=[CH:20][C:19]([F:22])=[CH:18][CH:17]=2)=[N:4][C:5]2[C:10]([N:11]=1)=[CH:9][C:8]([C:12]([O:14][CH3:15])=[O:13])=[CH:7][CH:6]=2)([CH2:25][CH3:26])[CH3:23]. The catalyst class is: 58.